This data is from Full USPTO retrosynthesis dataset with 1.9M reactions from patents (1976-2016). The task is: Predict the reactants needed to synthesize the given product. (1) The reactants are: [CH:1]([N:4]1[C:9]2=[N:10][C:11]([C:14]3[C:15]([CH3:31])=[N:16][C:17]([C:20]4[N:24](C5CCCCO5)[CH:23]=[N:22][N:21]=4)=[CH:18][CH:19]=3)=[CH:12][N:13]=[C:8]2[NH:7][CH2:6][C:5]1=[O:32])([CH3:3])[CH3:2].BrC1C(C)=NC(C2N=CN(C3CCCCO3)N=2)=CC=1.C(N1C2=NC([Sn](C)(C)C)=CN=C2NCC1=O)(C)C.C1(C)C=CC=CC=1P(C1C=CC=CC=1C)C1C=CC=CC=1C.C(N(CC)CC)C. Given the product [CH:1]([N:4]1[C:9]2=[N:10][C:11]([C:14]3[C:15]([CH3:31])=[N:16][C:17]([C:20]4[NH:24][CH:23]=[N:22][N:21]=4)=[CH:18][CH:19]=3)=[CH:12][N:13]=[C:8]2[NH:7][CH2:6][C:5]1=[O:32])([CH3:3])[CH3:2], predict the reactants needed to synthesize it. (2) The reactants are: Cl[CH2:2][CH2:3][C:4]([C:6]1[CH:11]=[CH:10][CH:9]=[CH:8][CH:7]=1)=O.[CH:12]1[CH:13]=[CH:14][C:15]([N:18]2[CH2:23][CH2:22]N[CH2:20][CH2:19]2)=[CH:16][CH:17]=1.C(N(CC)CC)C.C1C=CC(S(N(S(C2C=CC=CC=2)(=O)=O)[F:41])(=O)=O)=CC=1.[Cl-].[NH4+:52].[BH4-].[Na+].[OH-:55].[NH4+:56].[O:57]1[CH2:61]CCC1. Given the product [F:41][CH:3]([CH2:2][N:56]1[CH2:22][CH2:23][N:18]([C:15]2[CH:14]=[CH:13][CH:12]=[CH:17][CH:16]=2)[CH2:19][CH2:20]1)[CH:4]([O:55][C:61](=[O:57])[NH2:52])[C:6]1[CH:11]=[CH:10][CH:9]=[CH:8][CH:7]=1, predict the reactants needed to synthesize it. (3) The reactants are: Cl.CN(C)CCCN=C=NCC.[C:13]([OH:21])(=O)[CH2:14][CH2:15][CH2:16][CH2:17][CH2:18][CH3:19].[OH:22][C:23]1[CH:24]=[C:25]([CH:29]=[CH:30][CH:31]=1)[CH2:26][CH2:27][NH2:28].C(N(CC)CC)C. Given the product [OH:22][C:23]1[CH:24]=[C:25]([CH2:26][CH2:27][NH:28][C:13](=[O:21])[CH2:14][CH2:15][CH2:16][CH2:17][CH2:18][CH3:19])[CH:29]=[CH:30][CH:31]=1, predict the reactants needed to synthesize it. (4) The reactants are: C(OC(=O)[NH:7][C:8]1[CH:13]=[C:12]([CH3:14])[C:11]([Cl:15])=[CH:10][C:9]=1[NH2:16])(C)(C)C.C(O[C:23](=[O:44])[CH2:24][C:25]([C:27]1[CH:32]=[CH:31][CH:30]=[C:29]([C:33]2[CH:38]=[C:37]([NH:39][CH2:40][CH2:41][O:42][CH3:43])[N:36]=[CH:35][N:34]=2)[CH:28]=1)=O)(C)(C)C. Given the product [Cl:15][C:11]1[C:12]([CH3:14])=[CH:13][C:8]2[N:7]=[C:25]([C:27]3[CH:32]=[CH:31][CH:30]=[C:29]([C:33]4[CH:38]=[C:37]([NH:39][CH2:40][CH2:41][O:42][CH3:43])[N:36]=[CH:35][N:34]=4)[CH:28]=3)[CH2:24][C:23](=[O:44])[NH:16][C:9]=2[CH:10]=1, predict the reactants needed to synthesize it. (5) Given the product [OH:27][C:16]1[C:15](=[O:28])[N:4]([C:5]2[N:6]=[N:7][C:8]([CH3:11])=[CH:9][CH:10]=2)[CH:1]([CH3:2])[C:17]=1[C:18](=[O:26])[C:19]1[CH:20]=[CH:21][C:22]([CH3:25])=[CH:23][CH:24]=1, predict the reactants needed to synthesize it. The reactants are: [CH:1](=O)[CH3:2].[NH2:4][C:5]1[N:6]=[N:7][C:8]([CH3:11])=[CH:9][CH:10]=1.C(O[C:15](=[O:28])[C:16]([OH:27])=[CH:17][C:18](=[O:26])[C:19]1[CH:24]=[CH:23][C:22]([CH3:25])=[CH:21][CH:20]=1)C. (6) Given the product [Cl:1][C:2]1[CH:3]=[C:4]([C:9]2([C:22]([F:23])([F:25])[F:24])[O:13][N:12]=[C:11]([C:14]3[CH:15]=[CH:16][C:17]([CH3:21])=[C:18]([NH:19][C:31](=[O:32])[C:30]4[CH:34]=[CH:35][C:27]([F:26])=[CH:28][CH:29]=4)[CH:20]=3)[CH2:10]2)[CH:5]=[C:6]([Cl:8])[CH:7]=1, predict the reactants needed to synthesize it. The reactants are: [Cl:1][C:2]1[CH:3]=[C:4]([C:9]2([C:22]([F:25])([F:24])[F:23])[O:13][N:12]=[C:11]([C:14]3[CH:15]=[CH:16][C:17]([CH3:21])=[C:18]([CH:20]=3)[NH2:19])[CH2:10]2)[CH:5]=[C:6]([Cl:8])[CH:7]=1.[F:26][C:27]1[CH:35]=[CH:34][C:30]([C:31](O)=[O:32])=[CH:29][CH:28]=1.Cl.C(N(CC)CCCN=C=NCC)C.C(=O)([O-])O.[Na+].